Dataset: Reaction yield outcomes from USPTO patents with 853,638 reactions. Task: Predict the reaction yield, written as a fraction of the theoretical maximum amount of product (1.0 means a 100% yield; for example, 0.34 means a 34% yield). (1) The reactants are [CH:1]1([N:4]2[C:8]3[C:9]([O:22][C@@H:23]([C@H:25]4[CH2:29][NH:28][C:27](=[O:30])[CH2:26]4)[CH3:24])=[N:10][C:11](B4OC(C)(C)C(C)(C)O4)=[CH:12][C:7]=3[N:6]=[CH:5]2)[CH2:3][CH2:2]1.Br[C:32]1[S:36][C:35]([C:37]([F:40])([F:39])[F:38])=[N:34][CH:33]=1.C([O-])([O-])=O.[Na+].[Na+].N#N. The catalyst is C1C=CC([P]([Pd]([P](C2C=CC=CC=2)(C2C=CC=CC=2)C2C=CC=CC=2)([P](C2C=CC=CC=2)(C2C=CC=CC=2)C2C=CC=CC=2)[P](C2C=CC=CC=2)(C2C=CC=CC=2)C2C=CC=CC=2)(C2C=CC=CC=2)C2C=CC=CC=2)=CC=1.C(Cl)Cl.COCCOC. The product is [CH:1]1([N:4]2[C:8]3[C:9]([O:22][C@@H:23]([C@H:25]4[CH2:29][NH:28][C:27](=[O:30])[CH2:26]4)[CH3:24])=[N:10][C:11]([C:32]4[S:36][C:35]([C:37]([F:40])([F:39])[F:38])=[N:34][CH:33]=4)=[CH:12][C:7]=3[N:6]=[CH:5]2)[CH2:2][CH2:3]1. The yield is 0.161. (2) The reactants are [Si:1]([O:8]S(C(F)(F)F)(=O)=O)([C:4]([CH3:7])([CH3:6])[CH3:5])([CH3:3])[CH3:2].O[C@@H:17]1[N:23]([C:24]([O:26][CH2:27][CH:28]=[CH2:29])=[O:25])[C:22]2[CH:30]=[C:31]([O:36][Si:37]([CH:44]([CH3:46])[CH3:45])([CH:41]([CH3:43])[CH3:42])[CH:38]([CH3:40])[CH3:39])[C:32]([O:34][CH3:35])=[CH:33][C:21]=2[C:20](=[O:47])[N:19]2[CH:48]=[C:49]([CH3:51])[CH2:50][C@@H:18]12.N1C(C)=CC=CC=1C. The catalyst is ClCCl. The product is [Si:1]([O:8][C@@H:17]1[N:23]([C:24]([O:26][CH2:27][CH:28]=[CH2:29])=[O:25])[C:22]2[CH:30]=[C:31]([O:36][Si:37]([CH:41]([CH3:42])[CH3:43])([CH:44]([CH3:46])[CH3:45])[CH:38]([CH3:39])[CH3:40])[C:32]([O:34][CH3:35])=[CH:33][C:21]=2[C:20](=[O:47])[N:19]2[CH:48]=[C:49]([CH3:51])[CH2:50][C@@H:18]12)([C:4]([CH3:7])([CH3:6])[CH3:5])([CH3:3])[CH3:2]. The yield is 0.850. (3) The reactants are [Cl:1][C:2]1[CH:7]=[CH:6][C:5]([C:8]2[N:9]([CH2:23][C@H:24]([OH:29])[C:25]([F:28])([F:27])[F:26])[C:10](=[O:22])[N:11]([CH2:13][C:14]3[N:18]=[C:17]([CH:19]([OH:21])[CH3:20])[NH:16][N:15]=3)[N:12]=2)=[CH:4][CH:3]=1.[F:30][C:31]1[CH:36]=[CH:35][CH:34]=[CH:33][C:32]=1B(O)O.B(O)O. The catalyst is N1C=CC=CC=1.C([O-])(=O)C.[Cu+2].C([O-])(=O)C. The product is [Cl:1][C:2]1[CH:3]=[CH:4][C:5]([C:8]2[N:9]([CH2:23][C@H:24]([OH:29])[C:25]([F:26])([F:28])[F:27])[C:10](=[O:22])[N:11]([CH2:13][C:14]3[N:18]=[C:17]([CH:19]([OH:21])[CH3:20])[N:16]([C:32]4[CH:33]=[CH:34][CH:35]=[CH:36][C:31]=4[F:30])[N:15]=3)[N:12]=2)=[CH:6][CH:7]=1. The yield is 0.0410. (4) The yield is 1.00. The product is [F:1][C:2]1[CH:26]=[CH:25][CH:24]=[C:23]([F:27])[C:3]=1[CH2:4][O:5][C:6]1[C:7]2[N:8]([C:14]([C:18]([OH:20])=[O:19])=[C:15]([CH3:17])[N:16]=2)[CH:9]=[C:10]([C:12]#[CH:13])[CH:11]=1. The reactants are [F:1][C:2]1[CH:26]=[CH:25][CH:24]=[C:23]([F:27])[C:3]=1[CH2:4][O:5][C:6]1[C:7]2[N:8]([C:14]([C:18]([O:20]CC)=[O:19])=[C:15]([CH3:17])[N:16]=2)[CH:9]=[C:10]([C:12]#[CH:13])[CH:11]=1.[OH-].[Li+].Cl. The catalyst is O1CCCC1.CO. (5) The reactants are [C:1]1([CH3:7])[CH:6]=[CH:5][CH:4]=[CH:3][CH:2]=1.Br[C:9]1C=[CH:12][O:11][CH:10]=1.CN([CH:17]=[O:18])C.C([O-])([O-])=O.[K+].[K+]. The catalyst is C1C=CC([P]([Pd]([P](C2C=CC=CC=2)(C2C=CC=CC=2)C2C=CC=CC=2)([P](C2C=CC=CC=2)(C2C=CC=CC=2)C2C=CC=CC=2)[P](C2C=CC=CC=2)(C2C=CC=CC=2)C2C=CC=CC=2)(C2C=CC=CC=2)C2C=CC=CC=2)=CC=1.O. The product is [O:11]1[CH:10]=[CH:9][C:7]([C:1]2[CH:6]=[C:5]([CH:4]=[CH:3][CH:2]=2)[CH:17]=[O:18])=[CH:12]1. The yield is 0.100. (6) The reactants are [C:1]1([C:7]2[N:12]=[N:11][C:10]([N:13]3[CH2:18][CH2:17][N:16]([C:19]4[N:24]=[CH:23][CH:22]=[CH:21][N:20]=4)[CH2:15][CH2:14]3)=[C:9](O)[CH:8]=2)[CH:6]=[CH:5][CH:4]=[CH:3][CH:2]=1.[OH-].[Na+].P(Cl)(Cl)([Cl:30])=O. No catalyst specified. The product is [Cl:30][C:9]1[CH:8]=[C:7]([C:1]2[CH:6]=[CH:5][CH:4]=[CH:3][CH:2]=2)[N:12]=[N:11][C:10]=1[N:13]1[CH2:18][CH2:17][N:16]([C:19]2[N:24]=[CH:23][CH:22]=[CH:21][N:20]=2)[CH2:15][CH2:14]1. The yield is 0.914. (7) The product is [Cl:22][C:23]1[CH:30]=[C:29]([Cl:31])[CH:28]=[CH:27][C:24]=1[CH2:25][O:1][C:2]1[CH:7]=[C:6]([O:8][CH2:9][CH2:10][O:11][CH3:12])[CH:5]=[CH:4][C:3]=1[CH2:13][CH2:14][C:15]([O:17][CH2:18][CH3:19])=[O:16]. The yield is 0.990. The catalyst is CN(C)C=O. The reactants are [OH:1][C:2]1[CH:7]=[C:6]([O:8][CH2:9][CH2:10][O:11][CH3:12])[CH:5]=[CH:4][C:3]=1[CH2:13][CH2:14][C:15]([O:17][CH2:18][CH3:19])=[O:16].[H-].[Na+].[Cl:22][C:23]1[CH:30]=[C:29]([Cl:31])[CH:28]=[CH:27][C:24]=1[CH2:25]Cl.[Cl-].[NH4+]. (8) The reactants are [C:1](/[N:3]=[C:4](\SC)/[NH:5][C:6]1[CH:11]=[CH:10][C:9]([S:12](=[O:16])(=[O:15])[NH:13][CH3:14])=[CH:8][CH:7]=1)#[N:2].[NH2:19][NH2:20]. The catalyst is C(O)C. The product is [NH2:2][C:1]1[NH:20][N:19]=[C:4]([NH:5][C:6]2[CH:11]=[CH:10][C:9]([S:12]([NH:13][CH3:14])(=[O:16])=[O:15])=[CH:8][CH:7]=2)[N:3]=1. The yield is 0.610. (9) The reactants are [NH2:1][C@@H:2]1[CH2:7][CH2:6][C@H:5]([C:8]([OH:10])=[O:9])[CH2:4][CH2:3]1.[C:11](=[O:14])([O-])[O-:12].[Na+].[Na+].C(O)(=O)[CH2:18][C:19]([CH2:24]C(O)=O)([C:21](O)=O)O. The catalyst is O1CCOCC1. The product is [CH3:18][C:19]([CH3:24])([O:12][C:11]([NH:1][C@@H:2]1[CH2:7][CH2:6][C@H:5]([C:8]([OH:10])=[O:9])[CH2:4][CH2:3]1)=[O:14])[CH3:21]. The yield is 0.718. (10) The reactants are [C:1]1([CH:8]=[CH:7][C:5]([OH:6])=[CH:4][CH:3]=1)[OH:2].[OH-].[K+].[Br:11][CH2:12][CH2:13][CH2:14]Br. The catalyst is CO. The product is [Br:11][CH2:12][CH2:13][CH2:14][O:2][C:1]1[CH:8]=[CH:7][C:5]([OH:6])=[CH:4][CH:3]=1. The yield is 0.230.